Dataset: Forward reaction prediction with 1.9M reactions from USPTO patents (1976-2016). Task: Predict the product of the given reaction. (1) Given the reactants [Cl:1][C:2]1[C:3]([CH3:12])=[N+:4]([O-])[CH:5]=[C:6]([CH3:10])[C:7]=1[O:8][CH3:9].FC(F)(F)C(OC(=O)C(F)(F)F)=[O:16], predict the reaction product. The product is: [Cl:1][C:2]1[C:3]([CH2:12][OH:16])=[N:4][CH:5]=[C:6]([CH3:10])[C:7]=1[O:8][CH3:9]. (2) Given the reactants [CH2:1]([C:4]([O:15][CH2:16][C@H:17]1[CH2:22][CH2:21][CH2:20][C@@H:19]([O:23][CH2:24][O:25][CH3:26])[CH2:18]1)([CH2:12][CH:13]=[CH2:14])[C:5]([O:7][C:8]([CH3:11])([CH3:10])[CH3:9])=[O:6])C=C.CCCCCCC.C(OCC)(=O)C, predict the reaction product. The product is: [CH3:26][O:25][CH2:24][O:23][C@@H:19]1[CH2:20][CH2:21][CH2:22][C@H:17]([CH2:16][O:15][C:4]2([C:5]([O:7][C:8]([CH3:11])([CH3:10])[CH3:9])=[O:6])[CH2:1][CH2:14][CH2:13][CH2:12]2)[CH2:18]1. (3) Given the reactants [CH2:1]([S:3][C:4](SCC)=[C:5]([C:19]([F:22])([F:21])[F:20])[CH2:6][C:7]([C:9]1[CH:14]=[CH:13][C:12]([C:15]([F:18])([F:17])[F:16])=[CH:11][CH:10]=1)=[O:8])[CH3:2].[O-:26]Cl.[Na+], predict the reaction product. The product is: [CH2:1]([S:3][C:4](=[O:26])[CH:5]([C:19]([F:22])([F:21])[F:20])[CH2:6][C:7](=[O:8])[C:9]1[CH:14]=[CH:13][C:12]([C:15]([F:18])([F:17])[F:16])=[CH:11][CH:10]=1)[CH3:2]. (4) Given the reactants [F:1][C:2]1[CH:7]=[CH:6][C:5]([C:8]2[C:9]([C:15]#N)=[N:10][C:11]([CH3:14])=[CH:12][CH:13]=2)=[CH:4][CH:3]=1.[OH-:17].[Na+].[OH2:19], predict the reaction product. The product is: [F:1][C:2]1[CH:7]=[CH:6][C:5]([C:8]2[C:9]([C:15]([OH:19])=[O:17])=[N:10][C:11]([CH3:14])=[CH:12][CH:13]=2)=[CH:4][CH:3]=1.